This data is from Forward reaction prediction with 1.9M reactions from USPTO patents (1976-2016). The task is: Predict the product of the given reaction. (1) Given the reactants [O:1]=[C:2]1[NH:7][C:6]2[CH:8]=[C:9]([CH2:12][O:13]C(=O)C)[CH:10]=[CH:11][C:5]=2[S:4][CH2:3]1.O.[OH-].[Li+], predict the reaction product. The product is: [OH:13][CH2:12][C:9]1[CH:10]=[CH:11][C:5]2[S:4][CH2:3][C:2](=[O:1])[NH:7][C:6]=2[CH:8]=1. (2) Given the reactants [CH2:1]([O:8][C:9]1[C:10]([CH2:20][CH:21]([C:23]2[CH:28]=[CH:27][CH:26]=[C:25]([C:29]3[S:30][C:31]([CH3:34])=[CH:32][CH:33]=3)[CH:24]=2)[NH2:22])=[CH:11][C:12]([Cl:19])=[C:13]2[C:18]=1[N:17]=[CH:16][CH:15]=[CH:14]2)[C:2]1[CH:7]=[CH:6][CH:5]=[CH:4][CH:3]=1.[O:35]([CH2:42][C:43](Cl)=[O:44])[C:36]1[CH:41]=[CH:40][CH:39]=[CH:38][CH:37]=1.C(OCC)(=O)C.[Si](I)(C)(C)C, predict the reaction product. The product is: [CH2:1]([O:8][C:9]1[C:10]([CH2:20][CH:21]([NH:22][C:43](=[O:44])[CH2:42][O:35][C:36]2[CH:41]=[CH:40][CH:39]=[CH:38][CH:37]=2)[C:23]2[CH:28]=[CH:27][CH:26]=[C:25]([C:29]3[S:30][C:31]([CH3:34])=[CH:32][CH:33]=3)[CH:24]=2)=[CH:11][C:12]([Cl:19])=[C:13]2[C:18]=1[N:17]=[CH:16][CH:15]=[CH:14]2)[C:2]1[CH:7]=[CH:6][CH:5]=[CH:4][CH:3]=1.[Cl:19][C:12]1[CH:11]=[C:10]([CH2:20][CH:21]([NH:22][C:43](=[O:44])[CH2:42][O:35][C:36]2[CH:41]=[CH:40][CH:39]=[CH:38][CH:37]=2)[C:23]2[CH:28]=[CH:27][CH:26]=[C:25]([C:29]3[S:30][C:31]([CH3:34])=[CH:32][CH:33]=3)[CH:24]=2)[C:9]([OH:8])=[C:18]2[C:13]=1[CH:14]=[CH:15][CH:16]=[N:17]2. (3) Given the reactants [CH:1]1([C:4]2[C:13]3[C:8](=[CH:9][CH:10]=[CH:11][CH:12]=3)[C:7]([CH3:14])=[C:6]([N:15]([CH2:30][C:31]3[CH:36]=[CH:35][C:34]([O:37][C:38]([F:41])([F:40])[F:39])=[CH:33][CH:32]=3)[S:16]([C:19]3[CH:29]=[CH:28][C:22]([C:23]([O:25]CC)=[O:24])=[CH:21][CH:20]=3)(=[O:18])=[O:17])[N:5]=2)[CH2:3][CH2:2]1.[OH-].[Na+:43], predict the reaction product. The product is: [CH:1]1([C:4]2[C:13]3[C:8](=[CH:9][CH:10]=[CH:11][CH:12]=3)[C:7]([CH3:14])=[C:6]([N:15]([CH2:30][C:31]3[CH:32]=[CH:33][C:34]([O:37][C:38]([F:40])([F:41])[F:39])=[CH:35][CH:36]=3)[S:16]([C:19]3[CH:29]=[CH:28][C:22]([C:23]([O-:25])=[O:24])=[CH:21][CH:20]=3)(=[O:17])=[O:18])[N:5]=2)[CH2:2][CH2:3]1.[Na+:43]. (4) Given the reactants [C:1]([N:4]([C:23]1[CH:28]=[CH:27][CH:26]=[C:25]([F:29])[CH:24]=1)[C:5]1([C:18]([O:20]CC)=O)[CH2:10][CH2:9][N:8]([CH2:11][C:12]2[CH:17]=[CH:16][CH:15]=[CH:14][CH:13]=2)[CH2:7][CH2:6]1)(=[O:3])[CH3:2].C([N-]C(C)C)(C)C.[Li+].O.Cl, predict the reaction product. The product is: [CH2:11]([N:8]1[CH2:9][CH2:10][C:5]2([N:4]([C:23]3[CH:28]=[CH:27][CH:26]=[C:25]([F:29])[CH:24]=3)[C:1](=[O:3])[CH2:2][C:18]2=[O:20])[CH2:6][CH2:7]1)[C:12]1[CH:13]=[CH:14][CH:15]=[CH:16][CH:17]=1. (5) Given the reactants [Br:1][C:2]1[CH:9]=[CH:8][C:5]([CH2:6]Br)=[CH:4][CH:3]=1.[CH3:10][S:11]([O:13][Na])=[O:12], predict the reaction product. The product is: [CH3:10][S:11]([CH2:6][C:5]1[CH:8]=[CH:9][C:2]([Br:1])=[CH:3][CH:4]=1)(=[O:13])=[O:12].